From a dataset of Experimentally validated miRNA-target interactions with 360,000+ pairs, plus equal number of negative samples. Binary Classification. Given a miRNA mature sequence and a target amino acid sequence, predict their likelihood of interaction. (1) The miRNA is mmu-miR-669d-5p with sequence ACUUGUGUGUGCAUGUAUAUGU. The protein sequence of the target gene is MSFFGFGQSVEVEILLNDAESRKRAEHKTEDGKKEKYFLFYDGETVSGKVSLALKNPNKRLEHQGIKIEFIGQIELYYDRGNHHEFVSLVKDLARPGEITQSQAFDFEFTHVEKPYESYTGQNVKLRYFLRATISRRLNDVVKEMDIVVHTLSTYPELNSSIKMEVGIEDCLHIEFEYNKSKYHLKDVIVGKIYFLLVRIKIKHMEIDIIKRETTGTGPNVYHENDTIAKYEIMDGAPVRGESIPIRLFLAGYELTPTMRDINKKFSVRYYLNLVLIDEEERRYFKQQEVVLWRKGDIVR.... Result: 0 (no interaction). (2) The miRNA is mmu-miR-1946a with sequence AGCCGGGCAGUGGUGGCACACACUUUU. The protein sequence of the target gene is MGVKTFTHSSSSHSQEMLGKLNMLRNDGHFCDITIRVQDKIFRAHKVVLAACSDFFRTKLVGQTEDENKNVLDLHHVTVTGFIPLLEYAYTATLSINTENIIDVLAAASYMQMFSVASTCSEFMKSSILWNTPNSQPEKSLDAGQENSSNCNFTSRDGSISPVSSECSAVERTIPVCRESRRKRKSYIVMSPESPVKCSTQTSSPQVLNSSASYAENRSQPVDSSLAFPWTFPFGIDRRIQPEKAKQAENTRTLELPGPSEAGRRVADYVTCESTKPTLPLGTEEDVRVKVERLSDEEVH.... Result: 1 (interaction). (3) The miRNA is hsa-miR-3136-5p with sequence CUGACUGAAUAGGUAGGGUCAUU. The protein sequence of the target gene is MSPPLCPLLLLAVGLRLAGTLNPSDPNTCSFWESFTTTTKESHSRPFSLLPSEPCERPWEGPHTCPQPTVVYRTVYRQVVKTDHRQRLQCCHGFYESRGFCVPLCAQECVHGRCVAPNQCQCVPGWRGDDCSSECAPGMWGPQCDKPCSCGNNSSCDPKSGVCSCPSGLQPPNCLQPCTPGYYGPACQFRCQCHGAPCDPQTGACFCPAERTGPSCDVSCSQGTSGFFCPSTHSCQNGGVFQTPQGSCSCPPGWMGTICSLPCPEGFHGPNCSQECRCHNGGLCDRFTGQCRCAPGYTGD.... Result: 0 (no interaction). (4) The miRNA is mmu-miR-758-3p with sequence UUUGUGACCUGGUCCACUA. The protein sequence of the target gene is MKPDAAREPEPLSPGRGAEAEGRWRERGEADTERQRTRERQEATLAGLAELGYLRQRQELLVRGALRCSGTVGTVAPRSGELRGDAAQRSRLEEKFLEENILLLRRQLNCLRRRDAGLLNQLQELDKQISDLRLDVEKTSEEHLETDSRPSSGFYELSDGASGSLSNSSNSVFSECLSSCHSSTCFCSPLEAALTISDGCPKSADVNPKYQCDLVSKNGNDVYRYPSPLHAVAVQSPMFLLCLTGNTLREEEGLGSHASDICIGSELNATKTDNSLPSPSSLWSASHPASSKKMDGYILS.... Result: 1 (interaction). (5) The miRNA is hsa-miR-6823-5p with sequence UCAGGGUUGGUAGGGGUUGCU. The protein sequence of the target gene is MEATKQVVNFGPGPAKLPHSVLLEIQKQLLDYRGLGISVLEMSHRSSDFAKIIGNTENLVRELLAVPNNYKVIFVQGGGSGQFSAVPLNLIGLKAGRSADYVVTGAWSAKAAEEAKKFGTVNIVHPKLGSYTKIPDPSTWNLNPDASYVYFCANETVHGVEFDFVPDVKGAVLVCDMSSNFLSRPVDVSKFGVIFAGAQKNVGSAGVTVVIVRDDLLGFSLRECPSVLDYKVQAGNNSLYNTPPCFSIYVMGMVLEWIKNNGGAAAMEKLSSIKSQMIYEIIDNSQGFYVCPVERQNRSR.... Result: 0 (no interaction).